This data is from Catalyst prediction with 721,799 reactions and 888 catalyst types from USPTO. The task is: Predict which catalyst facilitates the given reaction. (1) Reactant: [Si]([O:8][CH2:9][C@@H:10]1[C@@H:14]([O:15][Si:16]([CH:23]([CH3:25])[CH3:24])([CH:20]([CH3:22])[CH3:21])[CH:17]([CH3:19])[CH3:18])[CH2:13][C@H:12]([NH:26][C:27]2[C:32]([C:33]([C:35]3[S:36][C:37]([Cl:43])=[C:38]([CH2:40][O:41][CH3:42])[CH:39]=3)=[O:34])=[CH:31][N:30]=[CH:29][N:28]=2)[CH2:11]1)(C(C)(C)C)(C)C.Cl. Product: [Cl:43][C:37]1[S:36][C:35]([C:33]([C:32]2[C:27]([NH:26][C@H:12]3[CH2:13][C@H:14]([O:15][Si:16]([CH:20]([CH3:21])[CH3:22])([CH:17]([CH3:18])[CH3:19])[CH:23]([CH3:24])[CH3:25])[C@@H:10]([CH2:9][OH:8])[CH2:11]3)=[N:28][CH:29]=[N:30][CH:31]=2)=[O:34])=[CH:39][C:38]=1[CH2:40][O:41][CH3:42]. The catalyst class is: 14. (2) Reactant: C(OC([NH:8][NH:9][CH2:10][C:11]([C:13]1[CH:18]=[CH:17][C:16]([Cl:19])=[CH:15][CH:14]=1)=[CH2:12])=O)(C)(C)C.Cl.CCOCC. Product: [ClH:19].[Cl:19][C:16]1[CH:15]=[CH:14][C:13]([C:11](=[CH2:12])[CH2:10][NH:9][NH2:8])=[CH:18][CH:17]=1. The catalyst class is: 5. (3) Reactant: [OH:1][C@@:2]1([C:9]#[C:10][C:11]2[CH:12]=[C:13]([N:17]3[C:25]4[C:20](=[CH:21][CH:22]=[CH:23][CH:24]=4)[C:19]([C:26]([O:28]C)=O)=[N:18]3)[CH:14]=[CH:15][CH:16]=2)[CH2:6][CH2:5][N:4]([CH3:7])[C:3]1=[O:8].[NH3:30]. Product: [OH:1][C@@:2]1([C:9]#[C:10][C:11]2[CH:12]=[C:13]([N:17]3[C:25]4[C:20](=[CH:21][CH:22]=[CH:23][CH:24]=4)[C:19]([C:26]([NH2:30])=[O:28])=[N:18]3)[CH:14]=[CH:15][CH:16]=2)[CH2:6][CH2:5][N:4]([CH3:7])[C:3]1=[O:8]. The catalyst class is: 5. (4) Product: [NH2:22][C@@H:23]([CH2:26][CH3:27])[CH2:24][N:12]1[CH:13]=[CH:14][C:10]([C:8]2[CH:7]=[CH:6][C:3]([C:4]#[N:5])=[C:2]([Cl:1])[CH:9]=2)=[N:11]1. The catalyst class is: 1. Reactant: [Cl:1][C:2]1[CH:9]=[C:8]([C:10]2[CH:14]=[CH:13][NH:12][N:11]=2)[CH:7]=[CH:6][C:3]=1[C:4]#[N:5].C([NH:22][C@@H:23]([CH2:26][CH3:27])[CH2:24]O)(OC(C)(C)C)=O.C1(P(C2C=CC=CC=2)C2C=CC=CC=2)C=CC=CC=1.CC(OC(/N=N/C(OC(C)C)=O)=O)C. (5) Reactant: [CH:1]([O:4][C:5]1[C:29]([O:30][CH2:31][CH2:32][CH2:33][O:34][CH3:35])=[CH:28][C:8]([C:9]([N:11]([CH:25]([CH3:27])[CH3:26])[C@@H:12]2[CH2:17][CH2:16][CH2:15][N:14]([C:18]([O:20][C:21]([CH3:24])([CH3:23])[CH3:22])=[O:19])[CH2:13]2)=[O:10])=[C:7](/[CH:36]=[CH:37]/[CH3:38])[CH:6]=1)([CH3:3])[CH3:2]. Product: [CH:1]([O:4][C:5]1[C:29]([O:30][CH2:31][CH2:32][CH2:33][O:34][CH3:35])=[CH:28][C:8]([C:9]([N:11]([CH:25]([CH3:27])[CH3:26])[C@@H:12]2[CH2:17][CH2:16][CH2:15][N:14]([C:18]([O:20][C:21]([CH3:22])([CH3:24])[CH3:23])=[O:19])[CH2:13]2)=[O:10])=[C:7]([CH2:36][CH2:37][CH3:38])[CH:6]=1)([CH3:2])[CH3:3]. The catalyst class is: 178. (6) Reactant: [C:1]([O:5][C:6]([NH:8][CH:9]1[CH2:14][CH2:13][CH:12]([C:15]([OH:17])=O)[CH2:11][CH2:10]1)=[O:7])([CH3:4])([CH3:3])[CH3:2].ON1C2N=CC=CC=2N=N1.Cl.C(N=C=NCCCN(C)C)C.C(N(C(C)C)CC)(C)C.[CH3:49][N:50]([CH:67]([C:75](=[O:78])[NH:76][CH3:77])[CH2:68][C:69]1[CH:74]=[CH:73][CH:72]=[CH:71][CH:70]=1)[C:51](=[O:66])[CH:52]([NH:64][CH3:65])[CH2:53][C:54]1[CH:63]=[CH:62][C:61]2[C:56](=[CH:57][CH:58]=[CH:59][CH:60]=2)[CH:55]=1. Product: [C:1]([O:5][C:6](=[O:7])[NH:8][CH:9]1[CH2:10][CH2:11][CH:12]([C:15](=[O:17])[N:64]([CH3:65])[C@@H:52]([C:51](=[O:66])[N:50]([C@@H:67]([C:75](=[O:78])[NH:76][CH3:77])[CH2:68][C:69]2[CH:74]=[CH:73][CH:72]=[CH:71][CH:70]=2)[CH3:49])[CH2:53][C:54]2[CH:63]=[CH:62][C:61]3[C:56](=[CH:57][CH:58]=[CH:59][CH:60]=3)[CH:55]=2)[CH2:13][CH2:14]1)([CH3:2])([CH3:3])[CH3:4]. The catalyst class is: 120.